From a dataset of Catalyst prediction with 721,799 reactions and 888 catalyst types from USPTO. Predict which catalyst facilitates the given reaction. (1) Reactant: Cl[C:2]1[S:6][N:5]=[C:4]([C:7]2[CH:12]=[CH:11][C:10]([CH3:13])=[CH:9][CH:8]=2)[N:3]=1.[NH:14]1[CH2:19][CH2:18][NH:17][CH2:16][CH2:15]1. Product: [C:10]1([CH3:13])[CH:11]=[CH:12][C:7]([C:4]2[N:3]=[C:2]([N:14]3[CH2:19][CH2:18][NH:17][CH2:16][CH2:15]3)[S:6][N:5]=2)=[CH:8][CH:9]=1. The catalyst class is: 14. (2) Reactant: [CH2:1]([C:6]1[CH:38]=[CH:37][C:9]([CH2:10][N:11]([C:23](=[O:36])[CH:24]=[CH:25][C:26]2[CH:31]=[CH:30][C:29]([C:32]([F:35])([F:34])[F:33])=[CH:28][CH:27]=2)[C@@H:12]([CH2:16][C:17]2[CH:22]=[CH:21][CH:20]=[CH:19][CH:18]=2)[C:13]([OH:15])=O)=[CH:8][CH:7]=1)[CH2:2][CH2:3][CH2:4][CH3:5].CN(C(ON1N=NC2C=CC=CC1=2)=[N+](C)C)C.[B-](F)(F)(F)F.CCN(C(C)C)C(C)C.[CH:70]([N:72]1[CH2:77][CH2:76][NH:75][CH2:74][CH2:73]1)=[O:71]. Product: [CH2:16]([C@H:12]([N:11]([CH2:10][C:9]1[CH:37]=[CH:38][C:6]([CH2:1][CH2:2][CH2:3][CH2:4][CH3:5])=[CH:7][CH:8]=1)[C:23](=[O:36])[CH:24]=[CH:25][C:26]1[CH:27]=[CH:28][C:29]([C:32]([F:35])([F:33])[F:34])=[CH:30][CH:31]=1)[C:13]([N:75]1[CH2:76][CH2:77][N:72]([CH:70]=[O:71])[CH2:73][CH2:74]1)=[O:15])[C:17]1[CH:18]=[CH:19][CH:20]=[CH:21][CH:22]=1. The catalyst class is: 10. (3) Reactant: [N:1]1[C:10]2[C:5](=[CH:6][CH:7]=[CH:8][CH:9]=2)[C:4]([CH:11]([NH2:13])[CH3:12])=[CH:3][CH:2]=1.[CH3:14][O:15][C:16]1[C:21]([C:22]2[CH:27]=[CH:26][C:25]([O:28][CH3:29])=[CH:24][CH:23]=2)=[CH:20][C:19]([CH:30]=O)=[CH:18][CH:17]=1.C(O)(=O)C.C([BH3-])#N.[Na+]. Product: [CH3:14][O:15][C:16]1[C:21]([C:22]2[CH:27]=[CH:26][C:25]([O:28][CH3:29])=[CH:24][CH:23]=2)=[CH:20][C:19]([CH2:30][NH:13][CH:11]([C:4]2[C:5]3[C:10](=[CH:9][CH:8]=[CH:7][CH:6]=3)[N:1]=[CH:2][CH:3]=2)[CH3:12])=[CH:18][CH:17]=1. The catalyst class is: 5. (4) Reactant: Br[C:2]1[CH:3]=[C:4]([CH:7]=[CH:8][C:9]=1[CH:10]1[NH:15][C:14](=[O:16])[N:13]([C:17]2[CH:22]=[CH:21][CH:20]=[C:19]([C:23]([F:26])([F:25])[F:24])[CH:18]=2)[C:12]2[CH2:27][CH2:28][C:29](=[O:30])[C:11]1=2)[C:5]#[N:6].[N:31]1[CH:36]=[C:35](B(O)O)[CH:34]=[N:33][CH:32]=1.[C:40](=O)([O-])[O-].[K+].[K+]. Product: [CH3:40][N:15]1[CH:10]([C:9]2[CH:8]=[CH:7][C:4]([C:5]#[N:6])=[CH:3][C:2]=2[C:35]2[CH:36]=[N:31][CH:32]=[N:33][CH:34]=2)[C:11]2[C:29](=[O:30])[CH2:28][CH2:27][C:12]=2[N:13]([C:17]2[CH:22]=[CH:21][CH:20]=[C:19]([C:23]([F:25])([F:26])[F:24])[CH:18]=2)[C:14]1=[O:16]. The catalyst class is: 216. (5) Reactant: C[O:2][C:3]([C:5]1[O:6][C:7]([C:10]2[CH:15]=[CH:14][C:13]([CH2:16][N:17]([CH:32]([C:40]([O:42]C)=[O:41])[CH2:33][C:34]3[CH:39]=[CH:38][CH:37]=[CH:36][CH:35]=3)[S:18]([C:21]3[C:26]([CH3:27])=[CH:25][C:24]([O:28][CH3:29])=[C:23]([CH3:30])[C:22]=3[CH3:31])(=[O:20])=[O:19])=[CH:12][CH:11]=2)=[CH:8][CH:9]=1)=[O:4].[Li+].[OH-].O. Product: [C:40]([CH:32]([N:17]([CH2:16][C:13]1[CH:14]=[CH:15][C:10]([C:7]2[O:6][C:5]([C:3]([OH:4])=[O:2])=[CH:9][CH:8]=2)=[CH:11][CH:12]=1)[S:18]([C:21]1[C:26]([CH3:27])=[CH:25][C:24]([O:28][CH3:29])=[C:23]([CH3:30])[C:22]=1[CH3:31])(=[O:20])=[O:19])[CH2:33][C:34]1[CH:39]=[CH:38][CH:37]=[CH:36][CH:35]=1)([OH:42])=[O:41]. The catalyst class is: 278. (6) Reactant: [Cl:1][C:2]1[CH:7]=[C:6]([O:8][CH3:9])[CH:5]=[CH:4][C:3]=1[C:10]1[O:14][C:13]([C:15]23[CH2:22][CH2:21][C:18]([CH2:23][CH2:24][CH2:25][C:26](=[O:28])[CH3:27])([CH2:19][CH2:20]2)[CH2:17][CH2:16]3)=[N:12][N:11]=1.[BH4-].[Na+].C(OCC)(=O)C.O. Product: [Cl:1][C:2]1[CH:7]=[C:6]([O:8][CH3:9])[CH:5]=[CH:4][C:3]=1[C:10]1[O:14][C:13]([C:15]23[CH2:22][CH2:21][C:18]([CH2:23][CH2:24][CH2:25][CH:26]([OH:28])[CH3:27])([CH2:19][CH2:20]2)[CH2:17][CH2:16]3)=[N:12][N:11]=1. The catalyst class is: 5. (7) Reactant: [CH2:1]1[NH:12][CH2:11][CH2:10][NH:9][CH2:8][CH2:7][NH:6][CH2:5][CH2:4][NH:3][CH2:2]1.Cl.Cl.Cl.Cl.C1N2C(=O)N3C4N5C(=O)N(CN6C(N7CN8C(N9CN%10C(N%11CN%12C(N%13CN%14C(N%15CN%16C(N%17CN%18C(N(C5)C5N(C3)C(=O)N(C5%18)CN3C(=O)N(C%16C3%17)CN3C(=O)N(C%14C3%15)CN3C(=O)N(C%12C3%13)CN3C(=O)N(C%10C3%11)CN3C(=O)N(C8C39)CN3C(=O)N1C6C37)=O)=O)=O)=O)=O)=O)=O)C42. Product: [NH:3]1[CH2:4][CH2:5][NH:6][CH2:7][CH2:8][NH:9][CH2:10][CH2:11][NH:12][CH2:1][CH2:2]1. The catalyst class is: 6. (8) Reactant: [C:1]([O:4][C@@H:5]1[O:27][C@H:26]([CH2:28][O:29]C(=O)C2C=CC=CC=2)[C@@H:16]([O:17]C(=O)C2C=CC=CC=2)[C@H:6]1[O:7]C(=O)C1C=CC=CC=1)(=O)[CH3:2].[F:38][C:39]([F:51])([F:50])[C:40]([NH:42][C:43]1[CH:44]=C(O)C=[CH:47][CH:48]=1)=[O:41].B(F)(F)F.ClCCl. Product: [O:4]([C:1]1[CH:2]=[CH:47][CH:48]=[C:43]([NH:42][C:40](=[O:41])[C:39]([F:51])([F:38])[F:50])[CH:44]=1)[C@@H:5]1[O:27][C@H:26]([CH2:28][OH:29])[C@@H:16]([OH:17])[C@H:6]1[OH:7]. The catalyst class is: 7. (9) Reactant: [Br:1][C:2]1[CH:3]=[C:4]([C:8]2[CH:12]=[C:11]([NH2:13])[O:10][N:9]=2)[CH:5]=[CH:6][CH:7]=1.[CH3:14][C:15]([O:18][C:19](O[C:19]([O:18][C:15]([CH3:17])([CH3:16])[CH3:14])=[O:20])=[O:20])([CH3:17])[CH3:16].C(N(CC)CC)C. Product: [Br:1][C:2]1[CH:3]=[C:4]([C:8]2[CH:12]=[C:11]([NH:13][C:19](=[O:20])[O:18][C:15]([CH3:17])([CH3:16])[CH3:14])[O:10][N:9]=2)[CH:5]=[CH:6][CH:7]=1. The catalyst class is: 112.